Predict the reactants needed to synthesize the given product. From a dataset of Full USPTO retrosynthesis dataset with 1.9M reactions from patents (1976-2016). (1) Given the product [CH2:47]([NH:51][C:10]([C:9]1[CH:13]=[CH:14][CH:15]=[CH:16][C:8]=1[CH:7]=[C:6]([CH3:17])[C:4]([O:3][CH2:1][CH3:2])=[O:5])=[O:12])[CH2:48][CH2:49][CH3:50].[CH2:10]([C:9]1[C:13]([C:40](=[O:39])[NH2:41])=[CH:14][CH:15]=[CH:16][C:8]=1[CH:7]=[C:6]([CH3:17])[C:4]([O:3][CH2:1][CH3:2])=[O:5])[CH2:47][CH2:48][CH3:49], predict the reactants needed to synthesize it. The reactants are: [CH2:1]([O:3][C:4]([C:6]([CH3:17])=[CH:7][C:8]1[CH:16]=[CH:15][CH:14]=[CH:13][C:9]=1[C:10]([OH:12])=O)=[O:5])[CH3:2].C(N(CC)CC)C.F[B-](F)(F)F.C(C(=N[O:39][C:40](N(C)C)=[N+:41](C)C)C(OCC)=O)#N.[CH2:47]([NH2:51])[CH2:48][CH2:49][CH3:50]. (2) Given the product [N:17]1[CH:18]=[CH:19][CH:20]=[C:15]([CH2:14][N:4]2[C:5]3[CH:6]=[CH:7][CH:8]=[C:9]([NH2:11])[C:10]=3[CH:2]=[N:3]2)[CH:16]=1, predict the reactants needed to synthesize it. The reactants are: I[C:2]1[C:10]2[C:5](=[CH:6][CH:7]=[CH:8][C:9]=2[N+:11]([O-])=O)[N:4]([CH2:14][C:15]2[CH:16]=[N:17][CH:18]=[CH:19][CH:20]=2)[N:3]=1.C1COCC1.Cl. (3) The reactants are: C(NC(C)C)(C)C.C([Li])CCC.[C:13]1(=[O:18])[O:17][CH2:16][CH2:15][CH2:14]1.[CH2:19](Br)[C:20]1[CH:25]=[CH:24][CH:23]=[CH:22][CH:21]=1.CN(C)P(N(C)C)(N(C)C)=O. Given the product [CH2:19]([CH:14]1[CH2:15][CH2:16][O:17][C:13]1=[O:18])[C:20]1[CH:25]=[CH:24][CH:23]=[CH:22][CH:21]=1, predict the reactants needed to synthesize it.